Predict which catalyst facilitates the given reaction. From a dataset of Catalyst prediction with 721,799 reactions and 888 catalyst types from USPTO. The catalyst class is: 669. Product: [C:1]([O:5][C:6]([N:8]1[CH2:12][CH2:11][C@H:10]([NH:13][C:14]2[CH:15]=[C:16]3[C:25](=[CH:26][C:27]=2/[CH:38]=[CH:37]/[O:39][CH2:40][CH3:41])[O:24][CH2:23][C:22]2[N:17]3[C@H:18]([CH3:30])[C:19](=[O:29])[NH:20][N:21]=2)[CH2:9]1)=[O:7])([CH3:4])([CH3:3])[CH3:2]. Reactant: [C:1]([O:5][C:6]([N:8]1[CH2:12][CH2:11][C@H:10]([NH:13][C:14]2[CH:15]=[C:16]3[C:25](=[CH:26][C:27]=2Br)[O:24][CH2:23][C:22]2[N:17]3[C@H:18]([CH3:30])[C:19](=[O:29])[NH:20][N:21]=2)[CH2:9]1)=[O:7])([CH3:4])([CH3:3])[CH3:2].C([O-])([O-])=O.[K+].[K+].[CH2:37]([O:39]/[CH:40]=[CH:41]/B1OC(C)(C)C(C)(C)O1)[CH3:38].